This data is from Reaction yield outcomes from USPTO patents with 853,638 reactions. The task is: Predict the reaction yield, written as a fraction of the theoretical maximum amount of product (1.0 means a 100% yield; for example, 0.34 means a 34% yield). (1) The reactants are [CH3:1][C:2]1[C:6]([CH2:7][N:8]2[CH:12]=[C:11]([NH2:13])[CH:10]=[N:9]2)=[C:5]([CH3:14])[O:4][N:3]=1.[CH2:15]([N:23]=[C:24]=[O:25])[CH2:16][C:17]1[CH:22]=[CH:21][CH:20]=[CH:19][CH:18]=1. No catalyst specified. The product is [CH3:1][C:2]1[C:6]([CH2:7][N:8]2[CH:12]=[C:11]([NH:13][C:24]([NH:23][CH2:15][CH2:16][C:17]3[CH:22]=[CH:21][CH:20]=[CH:19][CH:18]=3)=[O:25])[CH:10]=[N:9]2)=[C:5]([CH3:14])[O:4][N:3]=1. The yield is 0.290. (2) The product is [Br:1][C:2]1[CH:7]=[C:6]([N+:8]([O-:10])=[O:9])[C:5]([CH3:11])=[N:4][C:3]=1[O:12][CH:15]([C:17]1[CH:22]=[CH:21][C:20]([F:23])=[CH:19][CH:18]=1)[C:14]([F:13])([F:25])[F:24]. The catalyst is C1COCC1. The yield is 0.620. The reactants are [Br:1][C:2]1[C:3]([OH:12])=[N:4][C:5]([CH3:11])=[C:6]([N+:8]([O-:10])=[O:9])[CH:7]=1.[F:13][C:14]([F:25])([F:24])[CH:15]([C:17]1[CH:22]=[CH:21][C:20]([F:23])=[CH:19][CH:18]=1)O.C1(P(C2C=CC=CC=2)C2C=CC=CC=2)C=CC=CC=1.[N+](C(OC(C)C)=O)(C(OC(C)C)=O)=[N-]. (3) The reactants are C([O:4][C:5]1[CH:12]=[CH:11][C:8]([CH:9]=[CH2:10])=[CH:7][CH:6]=1)(=O)C.C[O-].[Na+]. The catalyst is C(OCC)(=O)C. The product is [OH:4][C:5]1[CH:12]=[CH:11][C:8]([CH:9]=[CH2:10])=[CH:7][CH:6]=1. The yield is 0.540. (4) The reactants are [CH3:1][N:2]1[C:10](=[O:11])[C:9]2[NH:8][C:7]([CH2:12][C:13]3[CH:14]=[C:15]([CH:18]=[CH:19][CH:20]=3)[C:16]#N)=[N:6][C:5]=2[N:4]([CH3:21])[C:3]1=[O:22].S(=O)(=O)(O)O.[OH2:28].[CH2:29]([OH:31])[CH3:30]. No catalyst specified. The product is [CH3:1][N:2]1[C:10](=[O:11])[C:9]2[NH:8][C:7]([CH2:12][C:13]3[CH:14]=[C:15]([CH:18]=[CH:19][CH:20]=3)[C:16]([O:31][CH2:29][CH3:30])=[O:28])=[N:6][C:5]=2[N:4]([CH3:21])[C:3]1=[O:22]. The yield is 0.730.